Dataset: Forward reaction prediction with 1.9M reactions from USPTO patents (1976-2016). Task: Predict the product of the given reaction. (1) Given the reactants [NH2:1][S:2]([C:5]1[CH:10]=[C:9]([O:11][CH2:12][C:13]2[CH:18]=[CH:17][CH:16]=[CH:15][CH:14]=2)[CH:8]=[CH:7][C:6]=1[NH:19][C:20](=O)[CH2:21][C:22]([O:24][CH2:25][CH3:26])=[O:23])(=[O:4])=[O:3].C(=O)([O-])[O-].[Na+].[Na+], predict the reaction product. The product is: [CH2:12]([O:11][C:9]1[CH:8]=[CH:7][C:6]2[NH:19][C:20]([CH2:21][C:22]([O:24][CH2:25][CH3:26])=[O:23])=[N:1][S:2](=[O:4])(=[O:3])[C:5]=2[CH:10]=1)[C:13]1[CH:18]=[CH:17][CH:16]=[CH:15][CH:14]=1. (2) Given the reactants [CH:1]1([C:4]2[C:5]([O:14][CH2:15][C:16]([F:19])([F:18])[F:17])=[CH:6][C:7]([C:10](=[N:12][OH:13])[NH2:11])=[N:8][CH:9]=2)[CH2:3][CH2:2]1.C([O-])([O-])=O.[K+].[K+].[C:26](Cl)(=O)[C:27]([CH3:30])([CH3:29])[CH3:28], predict the reaction product. The product is: [C:27]([C:30]1[O:13][N:12]=[C:10]([C:7]2[CH:6]=[C:5]([O:14][CH2:15][C:16]([F:19])([F:17])[F:18])[C:4]([CH:1]3[CH2:3][CH2:2]3)=[CH:9][N:8]=2)[N:11]=1)([CH3:29])([CH3:28])[CH3:26]. (3) Given the reactants C(O[C:6]([N:8]1[CH2:12][C:11](=[N:13][O:14][CH3:15])[CH2:10][C@H:9]1[C:16]([OH:18])=O)=[O:7])(C)(C)C.[C:19]1([C:28]2[CH:33]=[CH:32][CH:31]=[CH:30][CH:29]=2)[CH:24]=[CH:23][C:22](C(Cl)=O)=[CH:21][CH:20]=1.[NH2:34][CH2:35][CH:36]([C:38]1[CH:39]=[C:40]([OH:44])[CH:41]=[CH:42][CH:43]=1)[OH:37], predict the reaction product. The product is: [C:28]1([C:19]2[CH:20]=[CH:21][CH:22]=[CH:23][CH:24]=2)[CH:29]=[CH:30][C:31]([C:6]([N:8]2[CH2:12][C:11](=[N:13][O:14][CH3:15])[CH2:10][C@H:9]2[C:16]([NH:34][CH2:35][CH:36]([OH:37])[C:38]2[CH:43]=[CH:42][CH:41]=[C:40]([OH:44])[CH:39]=2)=[O:18])=[O:7])=[CH:32][CH:33]=1. (4) Given the reactants [NH2:1][C:2]1[CH:3]=[CH:4][C:5]2[C:11]([C:12]3[CH:17]=[CH:16][C:15]([F:18])=[CH:14][CH:13]=3)=[N:10][CH:9]([C:19]3[S:20][CH:21]=[CH:22][CH:23]=3)[C:8](=O)[NH:7][C:6]=2[N:25]=1.[CH3:26][NH2:27], predict the reaction product. The product is: [F:18][C:15]1[CH:16]=[CH:17][C:12]([C:11]2[C:5]3[CH:4]=[CH:3][C:2]([NH2:1])=[N:25][C:6]=3[N:7]=[C:8]([NH:27][CH3:26])[CH:9]([C:19]3[S:20][CH:21]=[CH:22][CH:23]=3)[N:10]=2)=[CH:13][CH:14]=1. (5) Given the reactants [Si:1]([O:8][CH2:9][C@H:10]1[O:14][C:13]([CH3:16])([CH3:15])[N:12]([C:17]([O:19][C:20]([CH3:23])([CH3:22])[CH3:21])=[O:18])[C@H:11]1[CH2:24][C:25]#[CH:26])([C:4]([CH3:7])([CH3:6])[CH3:5])([CH3:3])[CH3:2].[CH2:27]([Li])CCC.IC, predict the reaction product. The product is: [CH2:24]([C@H:11]1[C@@H:10]([CH2:9][O:8][Si:1]([C:4]([CH3:7])([CH3:6])[CH3:5])([CH3:3])[CH3:2])[O:14][C:13]([CH3:15])([CH3:16])[N:12]1[C:17]([O:19][C:20]([CH3:23])([CH3:22])[CH3:21])=[O:18])[C:25]#[C:26][CH3:27]. (6) The product is: [NH2:19][C:12]1[C:13]2[C:18](=[CH:17][CH:16]=[CH:15][CH:14]=2)[C:9]([O:8][C:6]2[CH:5]=[CH:4][N:3]=[C:2]([NH:20][C:21]3[CH:26]=[CH:25][CH:24]=[CH:23][CH:22]=3)[N:7]=2)=[CH:10][CH:11]=1. Given the reactants Cl[C:2]1[N:7]=[C:6]([O:8][C:9]2[C:18]3[C:13](=[CH:14][CH:15]=[CH:16][CH:17]=3)[C:12]([NH2:19])=[CH:11][CH:10]=2)[CH:5]=[CH:4][N:3]=1.[NH2:20][C:21]1[CH:26]=[CH:25][CH:24]=[CH:23][CH:22]=1, predict the reaction product. (7) Given the reactants [F:1][C:2]1[C:7]([O:8][CH3:9])=[CH:6][CH:5]=[C:4]([F:10])[C:3]=1[C:11]1[N:16]=[C:15]([C:17]([OH:19])=O)[CH:14]=[CH:13][C:12]=1[F:20].[NH2:21][C:22]1[C:23]([N:31]2[CH2:36][C@H:35]([CH3:37])[CH2:34][C@H:33]([NH:38]C(=O)OC(C)(C)C)[CH2:32]2)=[C:24]2[CH2:30][CH2:29][O:28][C:25]2=[N:26][CH:27]=1.CN(C(ON1N=NC2C=CC=NC1=2)=[N+](C)C)C.F[P-](F)(F)(F)(F)F.CCN(C(C)C)C(C)C, predict the reaction product. The product is: [NH2:38][C@H:33]1[CH2:34][C@@H:35]([CH3:37])[CH2:36][N:31]([C:23]2[C:22]([NH:21][C:17]([C:15]3[CH:14]=[CH:13][C:12]([F:20])=[C:11]([C:3]4[C:4]([F:10])=[CH:5][CH:6]=[C:7]([O:8][CH3:9])[C:2]=4[F:1])[N:16]=3)=[O:19])=[CH:27][N:26]=[C:25]3[O:28][CH2:29][CH2:30][C:24]=23)[CH2:32]1. (8) Given the reactants [CH3:1][C:2]([CH3:36])([CH3:35])[CH2:3][CH2:4][C@:5]1([CH3:34])[C:14]2[C:9](=[CH:10][CH:11]=[CH:12][CH:13]=2)[C:8]([OH:15])=[C:7]([C:16]2[NH:21][C:20]3[S:22][CH:23]=[C:24]([CH2:25][NH:26][S:27]([CH3:30])(=[O:29])=[O:28])[C:19]=3[S:18](=[O:32])(=[O:31])[N:17]=2)[C:6]1=[O:33].[H-].[Na+].[CH3:39]I.Cl, predict the reaction product. The product is: [CH3:1][C:2]([CH3:36])([CH3:35])[CH2:3][CH2:4][C@:5]1([CH3:34])[C:14]2[C:9](=[CH:10][CH:11]=[CH:12][CH:13]=2)[C:8]([OH:15])=[C:7]([C:16]2[NH:21][C:20]3[S:22][CH:23]=[C:24]([CH2:25][N:26]([CH3:39])[S:27]([CH3:30])(=[O:29])=[O:28])[C:19]=3[S:18](=[O:32])(=[O:31])[N:17]=2)[C:6]1=[O:33].